From a dataset of Reaction yield outcomes from USPTO patents with 853,638 reactions. Predict the reaction yield, written as a fraction of the theoretical maximum amount of product (1.0 means a 100% yield; for example, 0.34 means a 34% yield). The reactants are [CH3:1][O:2][C:3]([C:5]1[S:6][C:7]([CH2:10][CH2:11][CH2:12][C@H:13]2[CH2:17][CH2:16][C:15](Br)([Br:18])[C@@H:14]2[C:20]2[CH:25]=[CH:24][C:23]([CH:26]([O:32][CH2:33][C:34]3[CH:39]=[CH:38][C:37]([O:40][CH3:41])=[CH:36][CH:35]=3)[CH2:27][CH2:28][CH2:29][CH2:30][CH3:31])=[CH:22][CH:21]=2)=[CH:8][CH:9]=1)=[O:4].C(N=C(N(C)C)N(C)C)(C)(C)C.Cl. The catalyst is ClCCCl. The product is [CH3:1][O:2][C:3]([C:5]1[S:6][C:7]([CH2:10][CH2:11][CH2:12][C@H:13]2[CH2:17][CH2:16][C:15]([Br:18])=[C:14]2[C:20]2[CH:21]=[CH:22][C:23]([CH:26]([O:32][CH2:33][C:34]3[CH:39]=[CH:38][C:37]([O:40][CH3:41])=[CH:36][CH:35]=3)[CH2:27][CH2:28][CH2:29][CH2:30][CH3:31])=[CH:24][CH:25]=2)=[CH:8][CH:9]=1)=[O:4]. The yield is 0.150.